Predict the reactants needed to synthesize the given product. From a dataset of Full USPTO retrosynthesis dataset with 1.9M reactions from patents (1976-2016). (1) Given the product [CH3:24][C:14]1[CH:19]=[CH:18][C:17]([S:20]([O:1][CH2:2][C:3]2([C:6]#[N:7])[CH2:5][CH2:4]2)(=[O:22])=[O:21])=[CH:16][CH:15]=1, predict the reactants needed to synthesize it. The reactants are: [OH:1][CH2:2][C:3]1([C:6]#[N:7])[CH2:5][CH2:4]1.N1C=CC=CC=1.[C:14]1([CH3:24])[CH:19]=[CH:18][C:17]([S:20](Cl)(=[O:22])=[O:21])=[CH:16][CH:15]=1. (2) Given the product [ClH:52].[NH2:11][CH2:10][CH2:9][CH2:8][NH:7][CH2:19][C:20]1[CH:21]=[CH:22][C:23]([C:26]2[C:27](=[O:42])[N:28]=[C:29]3[NH:34][C:33]([C:35]4[CH:36]=[CH:37][C:38]([Br:41])=[CH:39][CH:40]=4)=[CH:32][N:30]3[CH:31]=2)=[CH:24][CH:25]=1, predict the reactants needed to synthesize it. The reactants are: C(OC(=O)[N:7]([CH2:19][C:20]1[CH:25]=[CH:24][C:23]([C:26]2[C:27](=[O:42])[N:28]=[C:29]3[NH:34][C:33]([C:35]4[CH:40]=[CH:39][C:38]([Br:41])=[CH:37][CH:36]=4)=[CH:32][N:30]3[CH:31]=2)=[CH:22][CH:21]=1)[CH2:8][CH2:9][CH2:10][NH:11]C(OC(C)(C)C)=O)(C)(C)C.C(O)(C(F)(F)F)=O.C(Cl)[Cl:52]. (3) Given the product [CH:1]1([O:7][C:8](=[O:49])[C@@H:9]([NH2:41])[CH2:10][CH2:11][O:12][C:13]2[CH:22]=[C:21]3[C:16]([C:17]([O:23][C:24]4[CH:29]=[CH:28][C:27]([NH:30][C:31](=[O:38])[C:32]5[CH:33]=[CH:34][CH:35]=[CH:36][CH:37]=5)=[CH:26][CH:25]=4)=[CH:18][CH:19]=[N:20]3)=[CH:15][C:14]=2[O:39][CH3:40])[CH2:6][CH2:5][CH2:4][CH2:3][CH2:2]1, predict the reactants needed to synthesize it. The reactants are: [CH:1]1([O:7][C:8](=[O:49])[C@@H:9]([NH:41]C(OC(C)(C)C)=O)[CH2:10][CH2:11][O:12][C:13]2[CH:22]=[C:21]3[C:16]([C:17]([O:23][C:24]4[CH:29]=[CH:28][C:27]([NH:30][C:31](=[O:38])[C:32]5[CH:37]=[CH:36][CH:35]=[CH:34][CH:33]=5)=[CH:26][CH:25]=4)=[CH:18][CH:19]=[N:20]3)=[CH:15][C:14]=2[O:39][CH3:40])[CH2:6][CH2:5][CH2:4][CH2:3][CH2:2]1.C(Cl)Cl.C(O)(C(F)(F)F)=O. (4) Given the product [C:8]([C:7]1[CH:11]=[CH:12][CH:13]=[CH:14][C:6]=1[C:5](=[O:15])[C:22]1[CH:23]=[C:17]([Cl:16])[C:18]([OH:24])=[CH:19][C:20]=1[OH:21])([OH:10])=[O:9], predict the reactants needed to synthesize it. The reactants are: [Al+3].[Cl-].[Cl-].[Cl-].[C:5]1(=[O:15])[O:10][C:8](=[O:9])[C:7]2=[CH:11][CH:12]=[CH:13][CH:14]=[C:6]12.[Cl:16][C:17]1[CH:23]=[CH:22][C:20]([OH:21])=[CH:19][C:18]=1[OH:24]. (5) Given the product [Br:1][C:2]1[C:3]2[O:12][C:11]([CH2:13][N:15]3[CH2:20][CH2:19][O:18][CH2:17][CH2:16]3)=[CH:10][C:4]=2[C:5](=[O:9])[N:6]([CH3:8])[CH:7]=1, predict the reactants needed to synthesize it. The reactants are: [Br:1][C:2]1[C:3]2[O:12][C:11]([CH:13]=O)=[CH:10][C:4]=2[C:5](=[O:9])[N:6]([CH3:8])[CH:7]=1.[NH:15]1[CH2:20][CH2:19][O:18][CH2:17][CH2:16]1.C(O)(=O)C.C(OCC)C. (6) Given the product [CH3:3][O:4][C:5]1[CH:6]=[CH:7][C:8]([C:11]2[C:19]3[C:18]([NH:20][CH2:21][CH2:22][CH2:23][CH2:24][CH2:25][C:26]([OH:28])=[O:27])=[N:17][CH:16]=[N:15][C:14]=3[O:13][C:12]=2[C:30]2[CH:31]=[N:32][CH:33]=[CH:34][CH:35]=2)=[CH:9][CH:10]=1, predict the reactants needed to synthesize it. The reactants are: [OH-].[Na+].[CH3:3][O:4][C:5]1[CH:10]=[CH:9][C:8]([C:11]2[C:19]3[C:18]([NH:20][CH2:21][CH2:22][CH2:23][CH2:24][CH2:25][C:26]([O:28]C)=[O:27])=[N:17][CH:16]=[N:15][C:14]=3[O:13][C:12]=2[C:30]2[CH:31]=[N:32][CH:33]=[CH:34][CH:35]=2)=[CH:7][CH:6]=1.Cl.C(OCC)(=O)C. (7) Given the product [O:1]1[CH2:6][CH2:5][N:4]([C:7]2[CH:8]=[N:9][C:10]3[C:15]([N:16]=2)=[CH:14][C:13]([O:17][C:18]2[CH:19]=[C:20]([CH:21]=[CH:22][CH:23]=2)[NH2:24])=[CH:12][CH:11]=3)[CH2:3][CH2:2]1, predict the reactants needed to synthesize it. The reactants are: [O:1]1[CH2:6][CH2:5][N:4]([C:7]2[CH:8]=[N:9][C:10]3[C:15]([N:16]=2)=[CH:14][C:13]([O:17][C:18]2[CH:19]=[C:20]([NH:24]C(=O)C(C)(C)C)[CH:21]=[CH:22][CH:23]=2)=[CH:12][CH:11]=3)[CH2:3][CH2:2]1.Cl.[OH-].[Na+].